From a dataset of Forward reaction prediction with 1.9M reactions from USPTO patents (1976-2016). Predict the product of the given reaction. (1) Given the reactants C(O)(C(F)(F)F)=O.C(OC([NH:15][CH:16]1[C:24]2[C:19](=[CH:20][CH:21]=[C:22]([C:25]([O:27][CH3:28])=[O:26])[CH:23]=2)[C:18]([CH3:30])([CH3:29])[CH2:17]1)=O)(C)(C)C, predict the reaction product. The product is: [NH2:15][CH:16]1[C:24]2[C:19](=[CH:20][CH:21]=[C:22]([C:25]([O:27][CH3:28])=[O:26])[CH:23]=2)[C:18]([CH3:30])([CH3:29])[CH2:17]1. (2) Given the reactants [CH:1]1[C:10]2[C:5](=[C:6]([N:11]3[CH2:16][CH2:15][CH:14]([C:17]([OH:19])=O)[CH2:13][CH2:12]3)[CH:7]=[CH:8][CH:9]=2)[CH:4]=[CH:3][N:2]=1.BrC1C=NC2C(C=1)=CC=CC=2.[NH:31]1[C:35]2=[N:36][CH:37]=[CH:38][CH:39]=[C:34]2[C:33]([NH2:40])=[CH:32]1, predict the reaction product. The product is: [NH:31]1[C:35]2=[N:36][CH:37]=[CH:38][CH:39]=[C:34]2[C:33]([NH:40][C:17]([CH:14]2[CH2:13][CH2:12][N:11]([C:6]3[CH:7]=[CH:8][CH:9]=[C:10]4[C:5]=3[CH:4]=[CH:3][N:2]=[CH:1]4)[CH2:16][CH2:15]2)=[O:19])=[CH:32]1. (3) Given the reactants C([O:3][C:4]([C:6]1[CH:10]=[C:9]([CH3:11])[N:8]([C:12]2[CH:13]=[C:14]([C:18]3[CH:23]=[CH:22][CH:21]=[CH:20][C:19]=3[O:24][C:25]([F:28])([F:27])[F:26])[CH:15]=[CH:16][CH:17]=2)[N:7]=1)=O)C.CC(C[AlH]CC(C)C)C.C1(C)C=CC=CC=1, predict the reaction product. The product is: [CH3:11][C:9]1[N:8]([C:12]2[CH:13]=[C:14]([C:18]3[CH:23]=[CH:22][CH:21]=[CH:20][C:19]=3[O:24][C:25]([F:27])([F:28])[F:26])[CH:15]=[CH:16][CH:17]=2)[N:7]=[C:6]([CH:4]=[O:3])[CH:10]=1. (4) Given the reactants [ClH:1].Cl.[NH:3]1[C:7]2=[CH:8][N:9]=[CH:10][CH:11]=[C:6]2[CH:5]=[C:4]1[CH:12]([NH2:14])[CH3:13].[C:15](O)(=[O:22])[C:16]1[CH:21]=[CH:20][CH:19]=[N:18][CH:17]=1.C(N(C(C)C)CC)(C)C.CCN=C=NCCCN(C)C.CN(C1C=CC=CN=1)C.Cl, predict the reaction product. The product is: [ClH:1].[ClH:1].[NH:3]1[C:7]2=[CH:8][N:9]=[CH:10][CH:11]=[C:6]2[CH:5]=[C:4]1[CH:12]([NH:14][C:15](=[O:22])[C:16]1[CH:21]=[CH:20][CH:19]=[N:18][CH:17]=1)[CH3:13].